From a dataset of Forward reaction prediction with 1.9M reactions from USPTO patents (1976-2016). Predict the product of the given reaction. Given the reactants [ClH:1].[F:2][C:3]1[CH:18]=[CH:17][C:6]2[N:7]([CH:11]3[CH2:16][CH2:15][NH:14][CH2:13][CH2:12]3)[C:8](=[O:10])[O:9][C:5]=2[CH:4]=1.[O:19]1[CH2:24][CH2:23][C:22](=O)[CH2:21][CH2:20]1.C([BH3-])#N.[Na+], predict the reaction product. The product is: [ClH:1].[F:2][C:3]1[CH:18]=[CH:17][C:6]2[N:7]([CH:11]3[CH2:12][CH2:13][N:14]([CH:22]4[CH2:23][CH2:24][O:19][CH2:20][CH2:21]4)[CH2:15][CH2:16]3)[C:8](=[O:10])[O:9][C:5]=2[CH:4]=1.